Dataset: Catalyst prediction with 721,799 reactions and 888 catalyst types from USPTO. Task: Predict which catalyst facilitates the given reaction. (1) Reactant: Br[C:2]1[C:11]2[C:6](=[CH:7][CH:8]=[C:9]([O:12][CH3:13])[CH:10]=2)[C:5](=[O:14])[N:4]([C:15]2[CH:20]=[CH:19][C:18]([O:21][CH3:22])=[CH:17][CH:16]=2)[CH:3]=1.C(=O)([O-])[O-].[K+].[K+].[F:29][C:30]([F:41])([F:40])[C:31]1[CH:36]=[CH:35][C:34](B(O)O)=[CH:33][CH:32]=1. Product: [CH3:13][O:12][C:9]1[CH:10]=[C:11]2[C:6](=[CH:7][CH:8]=1)[C:5](=[O:14])[N:4]([C:15]1[CH:20]=[CH:19][C:18]([O:21][CH3:22])=[CH:17][CH:16]=1)[CH:3]=[C:2]2[C:34]1[CH:35]=[CH:36][C:31]([C:30]([F:41])([F:40])[F:29])=[CH:32][CH:33]=1. The catalyst class is: 73. (2) Reactant: N1C=CC=CC=1.[S:15](O[S:15]([C:18]([F:21])([F:20])[F:19])(=[O:17])=[O:16])([C:18]([F:21])([F:20])[F:19])(=[O:17])=[O:16].[Cl:22][C:23]1([CH:30]=[CH:29][CH:28]=[CH:27][C:25]1([Cl:31])O)O. Product: [Cl:22][C:23]1[CH:30]=[C:29]([S:15]([C:18]([F:21])([F:20])[F:19])(=[O:17])=[O:16])[C:28]([S:15]([C:18]([F:19])([F:20])[F:21])(=[O:16])=[O:17])=[CH:27][C:25]=1[Cl:31]. The catalyst class is: 2.